This data is from NCI-60 drug combinations with 297,098 pairs across 59 cell lines. The task is: Regression. Given two drug SMILES strings and cell line genomic features, predict the synergy score measuring deviation from expected non-interaction effect. (1) Drug 1: CC1C(C(CC(O1)OC2CC(CC3=C2C(=C4C(=C3O)C(=O)C5=C(C4=O)C(=CC=C5)OC)O)(C(=O)CO)O)N)O.Cl. Drug 2: CC1C(C(CC(O1)OC2CC(CC3=C2C(=C4C(=C3O)C(=O)C5=C(C4=O)C(=CC=C5)OC)O)(C(=O)CO)O)N)O.Cl. Cell line: A498. Synergy scores: CSS=69.2, Synergy_ZIP=-0.497, Synergy_Bliss=0.309, Synergy_Loewe=5.19, Synergy_HSA=6.10. (2) Drug 1: C1C(C(OC1N2C=NC3=C(N=C(N=C32)Cl)N)CO)O. Drug 2: CC1=C(C=C(C=C1)C(=O)NC2=CC(=CC(=C2)C(F)(F)F)N3C=C(N=C3)C)NC4=NC=CC(=N4)C5=CN=CC=C5. Cell line: NCI-H226. Synergy scores: CSS=-0.488, Synergy_ZIP=2.36, Synergy_Bliss=2.07, Synergy_Loewe=-0.819, Synergy_HSA=-1.16.